Dataset: Peptide-MHC class I binding affinity with 185,985 pairs from IEDB/IMGT. Task: Regression. Given a peptide amino acid sequence and an MHC pseudo amino acid sequence, predict their binding affinity value. This is MHC class I binding data. The peptide sequence is NAMGADYYA. The MHC is HLA-A03:01 with pseudo-sequence HLA-A03:01. The binding affinity (normalized) is 0.0847.